From a dataset of Forward reaction prediction with 1.9M reactions from USPTO patents (1976-2016). Predict the product of the given reaction. (1) The product is: [O:2]1[CH2:6][CH2:5][CH:4]([CH2:7][NH:8][C:35]([C:32]2[CH:31]=[C:30]([CH2:29][O:28][CH2:27][C:25]3[S:26][C:22]([C:16]4[CH:21]=[CH:20][CH:19]=[CH:18][CH:17]=4)=[CH:23][CH:24]=3)[O:34][N:33]=2)=[O:36])[CH2:3]1. Given the reactants Cl.[O:2]1[CH2:6][CH2:5][CH:4]([CH2:7][NH2:8])[CH2:3]1.C(N(CC)CC)C.[C:16]1([C:22]2[S:26][C:25]([CH2:27][O:28][CH2:29][C:30]3[O:34][N:33]=[C:32]([C:35](O)=[O:36])[CH:31]=3)=[CH:24][CH:23]=2)[CH:21]=[CH:20][CH:19]=[CH:18][CH:17]=1.ON1C2C=CC=CC=2N=N1.Cl.C(N=C=NCCCN(C)C)C.Cl, predict the reaction product. (2) Given the reactants Cl.[NH2:2][C:3]1[C:12]2[N:13]=[C:14]([CH2:25][CH2:26][CH2:27][CH2:28][NH:29]C(=O)OC(C)(C)C)[N:15]([CH2:16][CH2:17][O:18][C:19]3[CH:24]=[CH:23][CH:22]=[CH:21][CH:20]=3)[C:11]=2[C:10]2[CH:9]=[CH:8][C:7]([O:37][CH2:38][C:39]3[CH:44]=[CH:43][CH:42]=[CH:41][CH:40]=3)=[CH:6][C:5]=2[N:4]=1, predict the reaction product. The product is: [NH2:29][CH2:28][CH2:27][CH2:26][CH2:25][C:14]1[N:15]([CH2:16][CH2:17][O:18][C:19]2[CH:20]=[CH:21][CH:22]=[CH:23][CH:24]=2)[C:11]2[C:10]3[CH:9]=[CH:8][C:7]([O:37][CH2:38][C:39]4[CH:44]=[CH:43][CH:42]=[CH:41][CH:40]=4)=[CH:6][C:5]=3[N:4]=[C:3]([NH2:2])[C:12]=2[N:13]=1. (3) The product is: [CH3:13][C:10]1([NH:14][C:15](=[O:21])[O:16][C:17]([CH3:20])([CH3:19])[CH3:18])[CH2:11][CH2:12][NH:8][CH2:9]1. Given the reactants C([N:8]1[CH2:12][CH2:11][C:10]([NH:14][C:15](=[O:21])[O:16][C:17]([CH3:20])([CH3:19])[CH3:18])([CH3:13])[CH2:9]1)C1C=CC=CC=1, predict the reaction product. (4) Given the reactants Cl[C:2]1[CH:7]=[CH:6][C:5]([C:8]2[CH:13]=[CH:12][C:11]([C:14]3[NH:18][C:17]([C@@H:19]4[CH2:23][CH2:22][CH2:21][N:20]4[C:24]([O:26][CH2:27][C:28]4[CH:33]=[CH:32][CH:31]=[CH:30][CH:29]=4)=[O:25])=[N:16][CH:15]=3)=[CH:10][CH:9]=2)=[CH:4][CH:3]=1.[B:34]1([B:34]2[O:38][C:37]([CH3:40])([CH3:39])[C:36]([CH3:42])([CH3:41])[O:35]2)[O:38][C:37]([CH3:40])([CH3:39])[C:36]([CH3:42])([CH3:41])[O:35]1.C1(P(C2CCCCC2)C2C=CC=CC=2C2C(C(C)C)=CC(C(C)C)=CC=2C(C)C)CCCCC1.C([O-])(=O)C.[K+], predict the reaction product. The product is: [CH3:41][C:36]1([CH3:42])[C:37]([CH3:40])([CH3:39])[O:38][B:34]([C:2]2[CH:7]=[CH:6][C:5]([C:8]3[CH:13]=[CH:12][C:11]([C:14]4[NH:18][C:17]([C@@H:19]5[CH2:23][CH2:22][CH2:21][N:20]5[C:24]([O:26][CH2:27][C:28]5[CH:33]=[CH:32][CH:31]=[CH:30][CH:29]=5)=[O:25])=[N:16][CH:15]=4)=[CH:10][CH:9]=3)=[CH:4][CH:3]=2)[O:35]1. (5) Given the reactants [Br:1][C:2]1[CH:7]=[CH:6][C:5]([NH2:8])=[C:4]([F:9])[CH:3]=1.[O:10]1[CH2:15][CH2:14][C:13](=O)[CH2:12][CH2:11]1.C(O[BH-](OC(=O)C)OC(=O)C)(=O)C.[Na+], predict the reaction product. The product is: [Br:1][C:2]1[CH:7]=[CH:6][C:5]([NH:8][CH:13]2[CH2:14][CH2:15][O:10][CH2:11][CH2:12]2)=[C:4]([F:9])[CH:3]=1. (6) Given the reactants [CH2:1]([O:3][C:4]([C:6]1[C:11](=[O:12])[NH:10][C:9]2[CH:13]=[CH:14][S:15][C:8]=2[C:7]=1[N:16]1[CH2:21][CH2:20][N:19]([C:22]([C:24]2[S:25][CH:26]=[CH:27][CH:28]=2)=[O:23])[CH2:18][CH2:17]1)=[O:5])[CH3:2].[C:29]([O-])([O-])=O.[Cs+].[Cs+].Cl.ClC[C:38]1[CH:39]=[N:40][CH:41]=[CH:42][CH:43]=1, predict the reaction product. The product is: [CH2:1]([O:3][C:4]([C:6]1[C:11](=[O:12])[N:10]([C:38]2[CH:39]=[N:40][CH:41]=[CH:42][CH:43]=2)[C:9]2[CH:13]=[C:14]([CH3:29])[S:15][C:8]=2[C:7]=1[N:16]1[CH2:21][CH2:20][N:19]([C:22]([C:24]2[S:25][CH:26]=[CH:27][CH:28]=2)=[O:23])[CH2:18][CH2:17]1)=[O:5])[CH3:2]. (7) Given the reactants [NH2:1][C:2]1[C:11]2[N:12]=[C:13]([CH2:20][O:21][CH3:22])[N:14]([CH2:15][C:16]([OH:19])([CH3:18])[CH3:17])[C:10]=2[C:9]2[CH:8]=[CH:7][C:6]([CH:23]=[CH:24][C:25]#[N:26])=[CH:5][C:4]=2[N:3]=1, predict the reaction product. The product is: [NH2:1][C:2]1[C:11]2[N:12]=[C:13]([CH2:20][O:21][CH3:22])[N:14]([CH2:15][C:16]([OH:19])([CH3:18])[CH3:17])[C:10]=2[C:9]2[CH:8]=[CH:7][C:6]([CH2:23][CH2:24][C:25]#[N:26])=[CH:5][C:4]=2[N:3]=1.